This data is from Full USPTO retrosynthesis dataset with 1.9M reactions from patents (1976-2016). The task is: Predict the reactants needed to synthesize the given product. (1) Given the product [F:1][C:2]1([F:28])[C:8]([CH3:10])([CH3:9])[O:7][CH2:6][C:5](=[S:38])[NH:4][C@:3]1([CH3:27])[C:12]1[CH:13]=[C:14]([C:19]2[CH:24]=[C:23]([F:25])[CH:22]=[C:21]([F:26])[CH:20]=2)[CH:15]=[CH:16][C:17]=1[F:18], predict the reactants needed to synthesize it. The reactants are: [F:1][C:2]1([F:28])[C:8]([CH3:10])([CH3:9])[O:7][CH2:6][C:5](=O)[NH:4][C@:3]1([CH3:27])[C:12]1[CH:13]=[C:14]([C:19]2[CH:24]=[C:23]([F:25])[CH:22]=[C:21]([F:26])[CH:20]=2)[CH:15]=[CH:16][C:17]=1[F:18].COC1C=CC(P2(SP(C3C=CC(OC)=CC=3)(=S)S2)=[S:38])=CC=1. (2) Given the product [F:27][C:28]1[CH:34]=[CH:33][CH:32]=[C:31]([F:35])[C:29]=1[NH:30][C:24]([CH:14]1[C:15]([CH3:22])([CH3:23])[C:16]2[C:21](=[CH:20][CH:19]=[CH:18][CH:17]=2)[N:13]1[C:11]([O:10][C:6]([CH3:9])([CH3:7])[CH3:8])=[O:12])=[O:25], predict the reactants needed to synthesize it. The reactants are: P(Cl)(Cl)(Cl)=O.[C:6]([O:10][C:11]([N:13]1[C:21]2[C:16](=[CH:17][CH:18]=[CH:19][CH:20]=2)[C:15]([CH3:23])([CH3:22])[CH:14]1[C:24](O)=[O:25])=[O:12])([CH3:9])([CH3:8])[CH3:7].[F:27][C:28]1[CH:34]=[CH:33][CH:32]=[C:31]([F:35])[C:29]=1[NH2:30]. (3) Given the product [Cl:10][C:8]1[CH:9]=[C:4]([C:2](=[O:3])[CH:1]=[O:13])[CH:5]=[C:6]([F:11])[CH:7]=1, predict the reactants needed to synthesize it. The reactants are: [CH3:1][C:2]([C:4]1[CH:9]=[C:8]([Cl:10])[CH:7]=[C:6]([F:11])[CH:5]=1)=[O:3].[Se](=O)=[O:13].